From a dataset of Forward reaction prediction with 1.9M reactions from USPTO patents (1976-2016). Predict the product of the given reaction. (1) Given the reactants Cl[C:2]1[N:7]=[C:6]([NH:8][CH2:9][CH2:10][NH:11][C:12]2[N:17]=[C:16]([NH2:18])[C:15]([N+:19]([O-:21])=[O:20])=[CH:14][CH:13]=2)[N:5]2[CH:22]=[C:23]([CH3:25])[N:24]=[C:4]2[CH:3]=1.[C:26]([C:30]1[CH:35]=[CH:34][C:33](B(O)O)=[CH:32][CH:31]=1)([CH3:29])([CH3:28])[CH3:27], predict the reaction product. The product is: [C:26]([C:30]1[CH:35]=[CH:34][C:33]([C:2]2[N:7]=[C:6]([NH:8][CH2:9][CH2:10][NH:11][C:12]3[N:17]=[C:16]([NH2:18])[C:15]([N+:19]([O-:21])=[O:20])=[CH:14][CH:13]=3)[N:5]3[CH:22]=[C:23]([CH3:25])[N:24]=[C:4]3[CH:3]=2)=[CH:32][CH:31]=1)([CH3:29])([CH3:28])[CH3:27]. (2) Given the reactants [OH:1][C:2]1([C:15]([OH:17])=[O:16])[C:14]2[CH:13]=[CH:12][CH:11]=[CH:10][C:9]=2[C:8]2[C:3]1=[CH:4][CH:5]=[CH:6][CH:7]=2.[CH2:18](O)[CH2:19][CH2:20][CH3:21].S(=O)(=O)(O)O.C(=O)(O)[O-].[Na+], predict the reaction product. The product is: [OH:1][C:2]1([C:15]([O:17][CH2:18][CH2:19][CH2:20][CH3:21])=[O:16])[C:3]2[CH:4]=[CH:5][CH:6]=[CH:7][C:8]=2[C:9]2[C:14]1=[CH:13][CH:12]=[CH:11][CH:10]=2. (3) Given the reactants [NH2:1][C:2]1[CH:10]=[CH:9][CH:8]=[C:7]2[C:3]=1[CH2:4][CH2:5][N:6]2[C:11](=[O:13])[CH3:12].[F:14][C:15]([F:32])([F:31])[C:16]1[CH:17]=[C:18]([N:22]2[CH2:27][CH2:26][CH:25]([C:28](O)=[O:29])[CH2:24][CH2:23]2)[CH:19]=[CH:20][CH:21]=1, predict the reaction product. The product is: [C:11]([N:6]1[C:7]2[C:3](=[C:2]([NH:1][C:28]([CH:25]3[CH2:24][CH2:23][N:22]([C:18]4[CH:19]=[CH:20][CH:21]=[C:16]([C:15]([F:32])([F:14])[F:31])[CH:17]=4)[CH2:27][CH2:26]3)=[O:29])[CH:10]=[CH:9][CH:8]=2)[CH2:4][CH2:5]1)(=[O:13])[CH3:12]. (4) Given the reactants [C:1]([NH:4][C:5]1[S:6][C:7]2[C:13]3[N:14]([C@@H:20]4[CH2:25][CH2:24][C@H:23]([C:26]([O:28]CC)=[O:27])[CH2:22][CH2:21]4)[N:15]=[C:16]([CH:17]4[CH2:19][CH2:18]4)[C:12]=3[CH2:11][CH2:10][C:8]=2[N:9]=1)(=[O:3])[CH3:2].[OH-].[Li+], predict the reaction product. The product is: [C:1]([NH:4][C:5]1[S:6][C:7]2[C:13]3[N:14]([C@@H:20]4[CH2:25][CH2:24][C@H:23]([C:26]([OH:28])=[O:27])[CH2:22][CH2:21]4)[N:15]=[C:16]([CH:17]4[CH2:18][CH2:19]4)[C:12]=3[CH2:11][CH2:10][C:8]=2[N:9]=1)(=[O:3])[CH3:2]. (5) The product is: [Cl:34][C:19]1[N:20]=[C:21]([N:24]2[C:25]([CH3:33])([CH3:32])[CH2:26][CH:27]([N:29]([CH3:30])[CH3:31])[CH2:28]2)[C:22]([F:23])=[C:17]([NH:9][NH2:8])[N:18]=1. Given the reactants CC(OC([N:8](C(OC(C)(C)C)=O)[N:9]([C:17]1[C:22]([F:23])=[C:21]([N:24]2[CH2:28][CH:27]([N:29]([CH3:31])[CH3:30])[CH2:26][C:25]2([CH3:33])[CH3:32])[N:20]=[C:19]([Cl:34])[N:18]=1)C(OC(C)(C)C)=O)=O)(C)C.Cl, predict the reaction product. (6) Given the reactants [Cl:1][C:2]1[CH:8]=[C:7]([O:9][C:10]2[C:19]3[C:14](=[CH:15][C:16]([O:22][CH3:23])=[C:17]([O:20][CH3:21])[CH:18]=3)[N:13]=[CH:12][CH:11]=2)[CH:6]=[CH:5][C:3]=1[NH2:4].ClC(Cl)(O[C:28](=[O:34])OC(Cl)(Cl)Cl)Cl.[NH2:36][C:37]1[CH:42]=[CH:41][C:40]([CH3:43])=[CH:39][N:38]=1.CO, predict the reaction product. The product is: [Cl:1][C:2]1[CH:8]=[C:7]([O:9][C:10]2[C:19]3[C:14](=[CH:15][C:16]([O:22][CH3:23])=[C:17]([O:20][CH3:21])[CH:18]=3)[N:13]=[CH:12][CH:11]=2)[CH:6]=[CH:5][C:3]=1[NH:4][C:28]([NH:36][C:37]1[CH:42]=[CH:41][C:40]([CH3:43])=[CH:39][N:38]=1)=[O:34].